From a dataset of Full USPTO retrosynthesis dataset with 1.9M reactions from patents (1976-2016). Predict the reactants needed to synthesize the given product. (1) Given the product [CH3:1][CH:2]1[CH2:6][CH2:5][N:4]([C:7]2[C:11]([N+:14]([O-:16])=[O:15])=[CH:10][N:9]([CH3:12])[N:8]=2)[C:3]1=[O:13], predict the reactants needed to synthesize it. The reactants are: [CH3:1][CH:2]1[CH2:6][CH2:5][N:4]([C:7]2[CH:11]=[CH:10][N:9]([CH3:12])[N:8]=2)[C:3]1=[O:13].[N+:14]([O-])([OH:16])=[O:15].C(=O)([O-])O.[Na+]. (2) Given the product [OH:1][C:2]([CH3:10])([CH2:7][NH:8][CH3:9])[C:3]([NH2:11])=[O:4], predict the reactants needed to synthesize it. The reactants are: [OH:1][C:2]([CH3:10])([CH2:7][NH:8][CH3:9])[C:3](OC)=[O:4].[NH3:11]. (3) Given the product [C:18]1([CH:7]([NH:8][C:9]([N:34]2[CH2:35][CH2:36][N:31]([CH:30]([C:24]3[CH:29]=[CH:28][CH:27]=[CH:26][CH:25]=3)[C:37]3[CH:42]=[CH:41][CH:40]=[CH:39][CH:38]=3)[CH2:32][CH2:33]2)=[O:11])[C:1]2[CH:2]=[CH:3][CH:4]=[CH:5][CH:6]=2)[CH:19]=[CH:20][CH:21]=[CH:22][CH:23]=1, predict the reactants needed to synthesize it. The reactants are: [C:1]1([CH:7]([C:18]2[CH:23]=[CH:22][CH:21]=[CH:20][CH:19]=2)[N:8](C2C=CC=CC=2)[C:9](=[O:11])[O-])[CH:6]=[CH:5][CH:4]=[CH:3][CH:2]=1.[C:24]1([CH:30]([C:37]2[CH:42]=[CH:41][CH:40]=[CH:39][CH:38]=2)[N:31]2[CH2:36][CH2:35][NH:34][CH2:33][CH2:32]2)[CH:29]=[CH:28][CH:27]=[CH:26][CH:25]=1.C1CCN2C(=NCCC2)CC1. (4) The reactants are: [CH2:1]([N:8]1[C:16]2[C:11](=[CH:12][C:13]([C:17]3[CH:22]=[CH:21][CH:20]=[C:19]([O:23][C:24]([F:27])([F:26])[F:25])[CH:18]=3)=[CH:14][CH:15]=2)[C:10]([C:28](=[O:34])[C:29]([O:31]CC)=[O:30])=[CH:9]1)[C:2]1[CH:7]=[CH:6][CH:5]=[CH:4][CH:3]=1.[OH-].[K+]. Given the product [O:34]=[CH:28][C:29]([OH:31])=[O:30].[CH2:1]([N:8]1[C:16]2[C:11](=[CH:12][C:13]([C:17]3[CH:22]=[CH:21][CH:20]=[C:19]([O:23][C:24]([F:27])([F:25])[F:26])[CH:18]=3)=[CH:14][CH:15]=2)[C:10]([C:28](=[O:34])[C:29]([OH:31])=[O:30])=[CH:9]1)[C:2]1[CH:3]=[CH:4][CH:5]=[CH:6][CH:7]=1, predict the reactants needed to synthesize it. (5) The reactants are: [CH2:1]([N:8]1[C:20]2[CH:19]=[C:18]3[CH:21]=[CH:22][CH:23]=[CH:24][C:17]3=[C:16]([OH:25])[C:15]=2[C:14]2[C:13]([C:26]([NH2:28])=[O:27])=[CH:12][CH:11]=[CH:10][C:9]1=2)[C:2]1[CH:7]=[CH:6][CH:5]=[CH:4][CH:3]=1.Br[CH2:30][C:31]([O:33][CH3:34])=[O:32].C(=O)([O-])[O-].[Cs+].[Cs+]. Given the product [CH2:1]([N:8]1[C:20]2[CH:19]=[C:18]3[CH:21]=[CH:22][CH:23]=[CH:24][C:17]3=[C:16]([O:25][CH2:30][C:31]([O:33][CH3:34])=[O:32])[C:15]=2[C:14]2[C:9]1=[CH:10][CH:11]=[CH:12][C:13]=2[C:26](=[O:27])[NH2:28])[C:2]1[CH:3]=[CH:4][CH:5]=[CH:6][CH:7]=1, predict the reactants needed to synthesize it. (6) Given the product [CH3:7][CH2:6][O:5][Si:4]([O:3][CH2:2][CH3:1])([O:8][CH2:9][CH3:10])[O:11][CH2:12][CH3:13].[CH3:24][CH2:23][O:22][Si:17]([O:25][CH2:26][CH3:27])([O:16][CH2:15][CH3:14])[CH2:18][CH2:19][CH2:20][NH2:21], predict the reactants needed to synthesize it. The reactants are: [CH3:1][CH2:2][O:3][Si:4]([O:11][CH2:12][CH3:13])([O:8][CH2:9][CH3:10])[O:5][CH2:6][CH3:7].[CH3:14][CH2:15][O:16][Si:17]([O:25][CH2:26][CH3:27])([O:22][CH2:23][CH3:24])[CH2:18][CH2:19][CH2:20][NH2:21]. (7) Given the product [F:15][C:12]([F:13])([F:14])[S:9]([O:8][C:27]1[C:28]2[CH2:29][S:21](=[O:40])(=[N:20][C:18](=[O:19])[C:17]([F:41])([F:42])[F:16])[CH2:22][C:23]=2[N:24]=[C:25]([C:31]2[CH:36]=[CH:35][C:34]([O:37][CH3:38])=[C:33]([F:39])[CH:32]=2)[N:26]=1)(=[O:10])=[O:11], predict the reactants needed to synthesize it. The reactants are: S([O:8][S:9]([C:12]([F:15])([F:14])[F:13])(=[O:11])=[O:10])(C(F)(F)F)(=O)=O.[F:16][C:17]([F:42])([F:41])[C:18]([N:20]=[S:21]1(=[O:40])[CH2:29][C:28]2[C:27](O)=[N:26][C:25]([C:31]3[CH:36]=[CH:35][C:34]([O:37][CH3:38])=[C:33]([F:39])[CH:32]=3)=[N:24][C:23]=2[CH2:22]1)=[O:19].C(N(CC)CC)C. (8) Given the product [CH2:14]([C:13]1[C:12](=[O:16])[N:11]2[N:17]=[CH:18][C:19]([C:20]#[N:21])=[C:10]2[NH:9][C:8]=1[C:4]1[CH:5]=[CH:6][CH:7]=[C:2]([NH:27][C:26]2[CH:28]=[CH:29][C:23]([F:22])=[CH:24][CH:25]=2)[CH:3]=1)[CH3:15], predict the reactants needed to synthesize it. The reactants are: Br[C:2]1[CH:3]=[C:4]([C:8]2[NH:9][C:10]3[N:11]([N:17]=[CH:18][C:19]=3[C:20]#[N:21])[C:12](=[O:16])[C:13]=2[CH2:14][CH3:15])[CH:5]=[CH:6][CH:7]=1.[F:22][C:23]1[CH:29]=[CH:28][C:26]([NH2:27])=[CH:25][CH:24]=1.C(=O)([O-])[O-].[Cs+].[Cs+]. (9) Given the product [CH3:19][S:16]([O:2][C:1]1[CH:8]=[CH:7][C:5]([OH:6])=[CH:4][CH:3]=1)(=[O:18])=[O:17], predict the reactants needed to synthesize it. The reactants are: [C:1]1([CH:8]=[CH:7][C:5]([OH:6])=[CH:4][CH:3]=1)[OH:2].CCN(CC)CC.[S:16](Cl)([CH3:19])(=[O:18])=[O:17].